This data is from Full USPTO retrosynthesis dataset with 1.9M reactions from patents (1976-2016). The task is: Predict the reactants needed to synthesize the given product. Given the product [Cl:36][C:8]1[C:9]2=[N:10][C:11]([C:16]3[CH:21]=[CH:20][C:19]([O:22][C:23]([F:26])([F:24])[F:25])=[CH:18][C:17]=3[O:27][CH3:28])=[C:12]([CH3:15])[CH:13]=[C:14]2[N:6]([C@@H:4]([CH3:5])[CH2:3][O:2][CH3:1])[CH:7]=1.[CH3:1][O:2][CH2:3][C@@H:4]([N:6]1[C:14]2[C:9](=[N:10][C:11]([C:16]3[CH:21]=[CH:20][C:19]([O:22][C:23]([F:26])([F:24])[F:25])=[CH:18][C:17]=3[O:27][CH3:28])=[C:12]([CH3:15])[C:13]=2[N:33]2[C:34](=[O:35])[CH2:29][CH2:30][C:31]2=[O:32])[CH:8]=[CH:7]1)[CH3:5], predict the reactants needed to synthesize it. The reactants are: [CH3:1][O:2][CH2:3][C@@H:4]([N:6]1[C:14]2[C:9](=[N:10][C:11]([C:16]3[CH:21]=[CH:20][C:19]([O:22][C:23]([F:26])([F:25])[F:24])=[CH:18][C:17]=3[O:27][CH3:28])=[C:12]([CH3:15])[CH:13]=2)[CH:8]=[CH:7]1)[CH3:5].[CH2:29]1[C:34](=[O:35])[N:33]([Cl:36])[C:31](=[O:32])[CH2:30]1.